Dataset: Catalyst prediction with 721,799 reactions and 888 catalyst types from USPTO. Task: Predict which catalyst facilitates the given reaction. Reactant: Cl.Cl.[N:3]1([NH:9][C:10]([C:12]2[CH:13]=[N:14][C:15]([C:18]3[CH:23]=[CH:22][CH:21]=[CH:20][CH:19]=3)=[N:16][CH:17]=2)=[O:11])[CH2:8][CH2:7][NH:6][CH2:5][CH2:4]1.Br[CH:25]1[CH2:29][CH2:28][O:27][C:26]1=[O:30].[H-].[Na+]. Product: [O:30]=[C:26]1[CH:25]([N:6]2[CH2:5][CH2:4][N:3]([NH:9][C:10]([C:12]3[CH:17]=[N:16][C:15]([C:18]4[CH:19]=[CH:20][CH:21]=[CH:22][CH:23]=4)=[N:14][CH:13]=3)=[O:11])[CH2:8][CH2:7]2)[CH2:29][CH2:28][O:27]1. The catalyst class is: 3.